Dataset: NCI-60 drug combinations with 297,098 pairs across 59 cell lines. Task: Regression. Given two drug SMILES strings and cell line genomic features, predict the synergy score measuring deviation from expected non-interaction effect. Drug 1: CN1CCC(CC1)COC2=C(C=C3C(=C2)N=CN=C3NC4=C(C=C(C=C4)Br)F)OC. Drug 2: COC1=NC(=NC2=C1N=CN2C3C(C(C(O3)CO)O)O)N. Cell line: RXF 393. Synergy scores: CSS=7.58, Synergy_ZIP=-2.73, Synergy_Bliss=-0.963, Synergy_Loewe=-5.10, Synergy_HSA=-0.556.